From a dataset of Forward reaction prediction with 1.9M reactions from USPTO patents (1976-2016). Predict the product of the given reaction. (1) The product is: [ClH:1].[ClH:1].[OH:63][CH:60]1[CH2:61][CH2:62][N:57]([C@@H:55]([CH3:54])[CH2:13][N:14]2[CH2:19][CH2:18][CH:17]([NH:20][C:21]([C:23]3[NH:24][C:25]4[C:30]([CH:31]=3)=[C:29]([O:32][CH2:33][C:34]3[C:38]5[CH:39]=[CH:40][C:41]([F:43])=[CH:42][C:37]=5[O:36][CH:35]=3)[CH:28]=[CH:27][CH:26]=4)=[O:22])[CH2:16][CH2:15]2)[CH2:58][CH2:59]1. Given the reactants [ClH:1].Cl.[C@H]1([CH2:13][N:14]2[CH2:19][CH2:18][CH:17]([NH:20][C:21]([C:23]3[NH:24][C:25]4[C:30]([CH:31]=3)=[C:29]([O:32][CH2:33][C:34]3[C:38]5[CH:39]=[CH:40][C:41]([F:43])=[CH:42][C:37]=5[O:36][CH:35]=3)[CH:28]=[CH:27][CH:26]=4)=[O:22])[CH2:16][CH2:15]2)[C@@H]2N(CCCC2)CCC1.Cl.Cl.Cl.NC1CCN([CH2:54][C@@H:55]([N:57]2[CH2:62][CH2:61][CH:60]([OH:63])[CH2:59][CH2:58]2)C)CC1, predict the reaction product. (2) The product is: [CH2:26]([C:2]1[CH:3]=[CH:4][C:5]2[O:6][C:7]3[CH:15]=[C:14]([OH:16])[CH:13]=[C:12]([OH:18])[C:8]=3[CH2:9][CH2:10][C:20]=2[CH:21]=1)[CH2:27][CH2:22][CH2:23][CH2:24][CH3:25]. Given the reactants Br[C:2]1[CH:21]=[CH:20][C:5]2[O:6][C:7]3[CH:15]=[C:14]([O:16]C)[CH:13]=[C:12]([O:18]C)[C:8]=3[C:9](=O)[CH2:10][C:4]=2[CH:3]=1.[C:22]1(P([C:22]2[CH:27]=[CH:26][CH:25]=[CH:24][CH:23]=2)[C:22]2[CH:27]=[CH:26][CH:25]=[CH:24][CH:23]=2)[CH:27]=[CH:26][CH:25]=[CH:24][CH:23]=1.C#CCCCC.C(N(CC)C(C)C)(C)C, predict the reaction product.